Dataset: KCNQ2 potassium channel screen with 302,405 compounds. Task: Binary Classification. Given a drug SMILES string, predict its activity (active/inactive) in a high-throughput screening assay against a specified biological target. (1) The molecule is S(C(=S)N1CCCCC1)CC(=O)N1N=CCC1c1ccccc1. The result is 0 (inactive). (2) The drug is Clc1ccc(CC(=O)Nc2ccc(S(=O)(=O)Nc3ncccn3)cc2)cc1. The result is 0 (inactive). (3) The molecule is O1C(CCC1)Cn1nnnc1CN1CCC(=O)Nc2c1cccc2. The result is 0 (inactive). (4) The compound is O=c1n2c([nH]c(c1CCCC)C)nc1c2cccc1. The result is 0 (inactive). (5) The result is 0 (inactive). The molecule is S(=O)(=O)(Nc1cc(cc(c1)C)C)c1cc2c([nH]c(=O)cc2)cc1. (6) The drug is Clc1c(CS(=O)(=O)Cc2oc(C(=O)NCCCN3CCOCC3)cc2)cccc1. The result is 0 (inactive).